From a dataset of Peptide-MHC class I binding affinity with 185,985 pairs from IEDB/IMGT. Regression. Given a peptide amino acid sequence and an MHC pseudo amino acid sequence, predict their binding affinity value. This is MHC class I binding data. (1) The peptide sequence is NIDPEHLDY. The MHC is HLA-B58:01 with pseudo-sequence HLA-B58:01. The binding affinity (normalized) is 0.0847. (2) The peptide sequence is KEENLVRSM. The MHC is HLA-B40:01 with pseudo-sequence HLA-B40:01. The binding affinity (normalized) is 0.350. (3) The peptide sequence is TPSGKRLQI. The MHC is HLA-A02:16 with pseudo-sequence HLA-A02:16. The binding affinity (normalized) is 0.0847. (4) The peptide sequence is YFPDWQNYT. The MHC is HLA-B44:02 with pseudo-sequence HLA-B44:02. The binding affinity (normalized) is 0.